This data is from Forward reaction prediction with 1.9M reactions from USPTO patents (1976-2016). The task is: Predict the product of the given reaction. Given the reactants [CH3:1][CH:2]([CH2:4][CH2:5][CH2:6][C@H:7]([C@@H:9]1[C@:27]2([CH3:28])[C@H:12]([C@H:13]3[C@H:24]([CH2:25][CH2:26]2)[C@:22]2([CH3:23])[C:16]([CH2:17][C@H:18]([CH2:20][CH2:21]2)[OH:19])=[CH:15][CH2:14]3)[CH2:11][CH2:10]1)[CH3:8])[CH3:3].[C:29]([OH:48])(=[O:47])[CH2:30][CH2:31][CH2:32][CH2:33][CH2:34][CH2:35][CH2:36]/[CH:37]=[CH:38]\[CH2:39][CH2:40][CH2:41][CH2:42][CH2:43][CH2:44][CH2:45][CH3:46], predict the reaction product. The product is: [CH3:3][CH:2]([CH2:4][CH2:5][CH2:6][C@H:7]([C@@H:9]1[C@:27]2([CH3:28])[C@H:12]([C@H:13]3[C@H:24]([CH2:25][CH2:26]2)[C@:22]2([CH3:23])[C:16]([CH2:17][C@H:18]([CH2:20][CH2:21]2)[OH:19])=[CH:15][CH2:14]3)[CH2:11][CH2:10]1)[CH3:8])[CH3:1].[C:29]([OH:48])(=[O:47])[CH2:30][CH2:31][CH2:32][CH2:33][CH2:34][CH2:35][CH2:36][CH2:37][CH2:38][CH2:39][CH2:40][CH2:41][CH2:42][CH2:43][CH3:44].[C:29]([OH:48])(=[O:47])[CH2:30][CH2:31][CH2:32][CH2:33][CH2:34][CH2:35][CH2:36]/[CH:37]=[CH:38]\[CH2:39][CH2:40][CH2:41][CH2:42][CH2:43][CH2:44][CH2:45][CH3:46].